This data is from Full USPTO retrosynthesis dataset with 1.9M reactions from patents (1976-2016). The task is: Predict the reactants needed to synthesize the given product. Given the product [CH:1]1([O:5][C:6]2[CH:7]=[C:8]([C:16]3[N:25]([CH2:26][O:27][CH2:28][CH2:29][Si:30]([CH3:33])([CH3:32])[CH3:31])[C:19]4[CH:20]=[N:21][NH:22][C:23](=[O:24])[C:18]=4[C:17]=3[C:54]3[CH:59]=[CH:58][CH:57]=[CH:56][CH:55]=3)[CH:9]=[CH:10][C:11]=2[O:12][CH:13]([F:15])[F:14])[CH2:4][CH2:3][CH2:2]1, predict the reactants needed to synthesize it. The reactants are: [CH:1]1([O:5][C:6]2[CH:7]=[C:8]([C:16]3[N:25]([CH2:26][O:27][CH2:28][CH2:29][Si:30]([CH3:33])([CH3:32])[CH3:31])[C:19]4[CH:20]=[N:21][NH:22][C:23](=[O:24])[C:18]=4[C:17]=3I)[CH:9]=[CH:10][C:11]=2[O:12][CH:13]([F:15])[F:14])[CH2:4][CH2:3][CH2:2]1.BrC1N(COCC[Si](C)(C)C)C2C=NNC(=O)C=2C=1.[C:54]1(B(O)O)[CH:59]=[CH:58][CH:57]=[CH:56][CH:55]=1.